From a dataset of Reaction yield outcomes from USPTO patents with 853,638 reactions. Predict the reaction yield, written as a fraction of the theoretical maximum amount of product (1.0 means a 100% yield; for example, 0.34 means a 34% yield). (1) The reactants are [NH2:1][C:2]1[CH:9]=[CH:8][C:5]([C:6]#[N:7])=[CH:4][CH:3]=1.[C:10](Cl)(=[O:17])[CH2:11][CH2:12][CH2:13][C:14](Cl)=[O:15]. The catalyst is CN(C)C=O. The product is [C:6]([C:5]1[CH:8]=[CH:9][C:2]([NH:1][C:10](=[O:17])[CH2:11][CH2:12][CH2:13][C:14]([NH:1][C:2]2[CH:9]=[CH:8][C:5]([C:6]#[N:7])=[CH:4][CH:3]=2)=[O:15])=[CH:3][CH:4]=1)#[N:7]. The yield is 0.610. (2) The reactants are Br[C:2]1[CH:7]=[N:6][C:5]([C:8]2[CH:13]=[CH:12][C:11]([F:14])=[CH:10][CH:9]=2)=[CH:4][N:3]=1.[Li]CCCC.CCCCCC.[N:26]1[CH:31]=[CH:30][C:29]([C:32](=[O:34])[CH3:33])=[CH:28][CH:27]=1. The catalyst is C1COCC1. The product is [F:14][C:11]1[CH:12]=[CH:13][C:8]([C:5]2[N:6]=[CH:7][C:2]([C:32]([C:29]3[CH:30]=[CH:31][N:26]=[CH:27][CH:28]=3)([OH:34])[CH3:33])=[N:3][CH:4]=2)=[CH:9][CH:10]=1. The yield is 0.240. (3) The reactants are [N+:1]([C:4]1[CH:5]=[C:6]([CH2:10][CH2:11][CH2:12][OH:13])[CH:7]=[CH:8][CH:9]=1)([O-])=O. The catalyst is CO.[Pd]. The product is [NH2:1][C:4]1[CH:5]=[C:6]([CH2:10][CH2:11][CH2:12][OH:13])[CH:7]=[CH:8][CH:9]=1. The yield is 0.960. (4) The reactants are [OH-].[Na+].[Br:3][C:4]1[CH:5]=[C:6]([C:16]([O:18]C)=O)[C:7]2[CH:8]=[N:9][N:10]([CH:13]([CH3:15])[CH3:14])[C:11]=2[CH:12]=1.[NH2:20][CH2:21][C:22]1[C:23](=[O:30])[NH:24][C:25]([CH3:29])=[CH:26][C:27]=1[CH3:28].C1CN([P+](ON2N=NC3C=CC=CC2=3)(N2CCCC2)N2CCCC2)CC1.F[P-](F)(F)(F)(F)F. The catalyst is CCO.CS(C)=O. The product is [Br:3][C:4]1[CH:5]=[C:6]([C:16]([NH:20][CH2:21][C:22]2[C:23](=[O:30])[NH:24][C:25]([CH3:29])=[CH:26][C:27]=2[CH3:28])=[O:18])[C:7]2[CH:8]=[N:9][N:10]([CH:13]([CH3:14])[CH3:15])[C:11]=2[CH:12]=1. The yield is 0.432.